This data is from Catalyst prediction with 721,799 reactions and 888 catalyst types from USPTO. The task is: Predict which catalyst facilitates the given reaction. Reactant: [N+:1]([C:4]1[CH:9]=[C:8]([N+:10]([O-:12])=[O:11])[CH:7]=[CH:6][C:5]=1[CH:13]([C:49]1[C:54]([N+:55]([O-:57])=[O:56])=[CH:53][C:52]([N+:58]([O-:60])=[O:59])=[CH:51][N:50]=1)[C:14]([O:16][CH2:17][CH2:18][CH2:19][O:20][CH2:21][CH:22]([OH:48])[CH2:23][O:24][C:25]([C:40]1[CH:45]=[CH:44][C:43]([O:46][CH3:47])=[CH:42][CH:41]=1)([C:32]1[CH:37]=[CH:36][C:35]([O:38][CH3:39])=[CH:34][CH:33]=1)[C:26]1[CH:31]=[CH:30][CH:29]=[CH:28][CH:27]=1)=[O:15])([O-:3])=[O:2].[C:61]1(=[O:67])[O:66][C:64](=[O:65])[CH2:63][CH2:62]1. Product: [CH3:47][O:46][C:43]1[CH:44]=[CH:45][C:40]([C:25]([C:32]2[CH:33]=[CH:34][C:35]([O:38][CH3:39])=[CH:36][CH:37]=2)([C:26]2[CH:27]=[CH:28][CH:29]=[CH:30][CH:31]=2)[O:24][CH2:23][CH:22]([O:48][C:61](=[O:67])[CH2:62][CH2:63][C:64]([OH:66])=[O:65])[CH2:21][O:20][CH2:19][CH2:18][CH2:17][O:16][C:14](=[O:15])[CH:13]([C:5]2[CH:6]=[CH:7][C:8]([N+:10]([O-:12])=[O:11])=[CH:9][C:4]=2[N+:1]([O-:3])=[O:2])[C:49]2[C:54]([N+:55]([O-:57])=[O:56])=[CH:53][C:52]([N+:58]([O-:60])=[O:59])=[CH:51][N:50]=2)=[CH:41][CH:42]=1. The catalyst class is: 377.